From a dataset of Forward reaction prediction with 1.9M reactions from USPTO patents (1976-2016). Predict the product of the given reaction. Given the reactants [CH3:1][C:2]1[CH:3]=[C:4]([CH:8]=[CH:9][N:10]=1)[C:5]([OH:7])=O.CN(C(ON1N=NC2C=CC=NC1=2)=[N+](C)C)C.F[P-](F)(F)(F)(F)F.[CH3:35][O:36][C:37]1[C:42]2[N:43]=[C:44]([NH2:46])[O:45][C:41]=2[C:40]([CH:47]2[CH2:52][CH2:51][O:50][CH2:49][CH2:48]2)=[CH:39][CH:38]=1, predict the reaction product. The product is: [CH3:35][O:36][C:37]1[C:42]2[N:43]=[C:44]([NH:46][C:5](=[O:7])[C:4]3[CH:8]=[CH:9][N:10]=[C:2]([CH3:1])[CH:3]=3)[O:45][C:41]=2[C:40]([CH:47]2[CH2:52][CH2:51][O:50][CH2:49][CH2:48]2)=[CH:39][CH:38]=1.